This data is from Reaction yield outcomes from USPTO patents with 853,638 reactions. The task is: Predict the reaction yield, written as a fraction of the theoretical maximum amount of product (1.0 means a 100% yield; for example, 0.34 means a 34% yield). (1) The reactants are [CH3:1][N:2]([CH3:33])[CH:3]1[CH2:8][CH2:7][N:6]([CH2:9][C:10]2[S:18][C:17]3[C:16]([N:19]4[CH2:24][CH2:23][O:22][CH2:21][CH2:20]4)=[N:15][C:14]([NH:25][C:26]4[C:27]([NH2:32])=[CH:28][CH:29]=[CH:30][CH:31]=4)=[N:13][C:12]=3[CH:11]=2)[CH2:5][CH2:4]1.C(OCC)(OCC)O[CH2:36][CH3:37]. The catalyst is CN(C=O)C. The product is [CH3:1][N:2]([CH3:33])[CH:3]1[CH2:4][CH2:5][N:6]([CH2:9][C:10]2[S:18][C:17]3[C:16]([N:19]4[CH2:20][CH2:21][O:22][CH2:23][CH2:24]4)=[N:15][C:14]([N:25]4[C:26]5[CH:31]=[CH:30][CH:29]=[CH:28][C:27]=5[N:32]=[C:36]4[CH3:37])=[N:13][C:12]=3[CH:11]=2)[CH2:7][CH2:8]1. The yield is 0.240. (2) The reactants are N[C:2]1[CH:3]=[C:4]([C:17]2[CH:18]=[CH:19][C:20]3[N:21]([C:23]([C:26]4[CH:33]=[CH:32][C:29]([C:30]#[N:31])=[CH:28][CH:27]=4)=[CH:24][N:25]=3)[CH:22]=2)[CH:5]=[CH:6][C:7]=1[C:8]([N:10]1[CH2:15][CH2:14][N:13]([CH3:16])[CH2:12][CH2:11]1)=[O:9].[CH:34](=O)[CH3:35].[BH3-][C:38]#[N:39].[Na+].OS([O-])(=O)=O.[Na+].[CH3:47]O. The catalyst is C(O)(=O)C. The product is [CH2:34]([N:39]([CH2:38][CH3:47])[C:6]1[CH:5]=[C:4]([C:17]2[CH:18]=[CH:19][C:20]3[N:21]([C:23]([C:26]4[CH:27]=[CH:28][C:29]([C:30]#[N:31])=[CH:32][CH:33]=4)=[CH:24][N:25]=3)[CH:22]=2)[CH:3]=[CH:2][C:7]=1[C:8]([N:10]1[CH2:11][CH2:12][N:13]([CH3:16])[CH2:14][CH2:15]1)=[O:9])[CH3:35]. The yield is 0.900. (3) The reactants are [C:1]([SiH2:5][O:6][C:7]([CH3:17])([CH3:16])[C:8]1[O:9][CH:10]=[C:11]([OH:15])[C:12](=[O:14])[CH:13]=1)([CH3:4])([CH3:3])[CH3:2].C([O-])([O-])=O.[Cs+].[Cs+].[Br:24][CH2:25][CH2:26][CH2:27][CH2:28][CH2:29]Br. The catalyst is CN(C=O)C. The product is [Br:24][CH2:25][CH2:26][CH2:27][CH2:28][CH2:29][O:15][C:11]1[C:12](=[O:14])[CH:13]=[C:8]([C:7]([CH3:17])([CH3:16])[O:6][SiH2:5][C:1]([CH3:4])([CH3:2])[CH3:3])[O:9][CH:10]=1. The yield is 0.530. (4) The reactants are [C:1]12([O:8][C:7]3[CH:9]=[CH:10][C:11]([C:13]4([C:16]([O:18]C)=[O:17])[CH2:15][CH2:14]4)=[CH:12][C:6]=3[O:5]1)[CH2:4][CH2:3][CH2:2]2.[Li+].[OH-].Cl. The catalyst is C1COCC1.O. The product is [C:1]12([O:8][C:7]3[CH:9]=[CH:10][C:11]([C:13]4([C:16]([OH:18])=[O:17])[CH2:15][CH2:14]4)=[CH:12][C:6]=3[O:5]1)[CH2:2][CH2:3][CH2:4]2. The yield is 0.590. (5) The reactants are Cl[CH2:2][CH2:3][C:4]1[CH:9]=[CH:8][C:7]([N:10]([CH3:14])[C:11](=[O:13])[CH3:12])=[C:6]([CH3:15])[CH:5]=1.Cl.[N:17]1([C:23]2[C:27]3[CH:28]=[CH:29][CH:30]=[CH:31][C:26]=3[S:25][N:24]=2)[CH2:22][CH2:21][NH:20][CH2:19][CH2:18]1. No catalyst specified. The product is [S:25]1[C:26]2[CH:31]=[CH:30][CH:29]=[CH:28][C:27]=2[C:23]([N:17]2[CH2:18][CH2:19][N:20]([CH2:2][CH2:3][C:4]3[CH:9]=[CH:8][C:7]([N:10]([CH3:14])[C:11](=[O:13])[CH3:12])=[C:6]([CH3:15])[CH:5]=3)[CH2:21][CH2:22]2)=[N:24]1. The yield is 0.710. (6) The reactants are [CH2:1]([O:4][C:5]([NH:7][C:8]1[N:13]=[CH:12][C:11]([C:14]([O:16]C)=O)=[CH:10][CH:9]=1)=[O:6])[CH:2]=[CH2:3].N1([C:24]2[N:29]=[CH:28][C:27]([C:30](OC)=O)=[CH:26][CH:25]=2)CCOCC1. No catalyst specified. The product is [CH3:5][O:4][C:1]1[CH:30]=[C:27]([CH2:26][CH2:25][C:24]2[CH:9]=[C:8]([NH:13][C:14]([C:11]3[CH:10]=[CH:9][C:8]([NH:7][C:5](=[O:6])[O:4][CH2:1][CH:2]=[CH2:3])=[N:13][CH:12]=3)=[O:16])[NH:7][N:29]=2)[CH:28]=[CH:3][CH:2]=1. The yield is 0.370. (7) The reactants are Br[C:2]1[CH:3]=[C:4]2[CH:10]=[CH:9][N:8]([S:11]([C:14]3[CH:20]=[CH:19][C:17]([CH3:18])=[CH:16][CH:15]=3)(=[O:13])=[O:12])[C:5]2=[N:6][CH:7]=1.[B-](F)(F)(F)[CH3:22].[K+].C(=O)([O-])[O-].[Cs+].[Cs+]. The catalyst is C1COCC1.O.C1C=CC(P(C2C=CC=CC=2)[C-]2C=CC=C2)=CC=1.C1C=CC(P(C2C=CC=CC=2)[C-]2C=CC=C2)=CC=1.Cl[Pd]Cl.[Fe+2]. The product is [CH3:22][C:2]1[CH:3]=[C:4]2[CH:10]=[CH:9][N:8]([S:11]([C:14]3[CH:20]=[CH:19][C:17]([CH3:18])=[CH:16][CH:15]=3)(=[O:13])=[O:12])[C:5]2=[N:6][CH:7]=1. The yield is 0.470.